From a dataset of Forward reaction prediction with 1.9M reactions from USPTO patents (1976-2016). Predict the product of the given reaction. (1) Given the reactants CCO.[CH3:4][O:5][C:6]([C:8]1[C:9]([OH:34])=[C:10]2[C:15](=[CH:16][N:17]=1)[N:14]([CH2:18][C:19]1[CH:24]=[CH:23][CH:22]=[CH:21][CH:20]=1)[C:13](=[O:25])[C:12]([C:26]#[C:27][C:28]1[CH:33]=[CH:32][CH:31]=[CH:30][CH:29]=1)=[CH:11]2)=[O:7], predict the reaction product. The product is: [CH3:4][O:5][C:6]([C:8]1[C:9]([OH:34])=[C:10]2[C:15](=[CH:16][N:17]=1)[N:14]([CH2:18][C:19]1[CH:24]=[CH:23][CH:22]=[CH:21][CH:20]=1)[C:13](=[O:25])[C:12]([CH2:26][CH2:27][C:28]1[CH:29]=[CH:30][CH:31]=[CH:32][CH:33]=1)=[CH:11]2)=[O:7]. (2) Given the reactants [ClH:1].[CH3:2][C:3]1[C:21]([NH:22]C(=O)OCC2C=CC=CC=2)=[C:6]2[N:7]=[C:8]([C:11]3[CH:16]=[CH:15][CH:14]=[CH:13][C:12]=3[C:17]([F:20])([F:19])[F:18])[CH:9]=[CH:10][N:5]2[N:4]=1, predict the reaction product. The product is: [ClH:1].[CH3:2][C:3]1[C:21]([NH2:22])=[C:6]2[N:7]=[C:8]([C:11]3[CH:16]=[CH:15][CH:14]=[CH:13][C:12]=3[C:17]([F:20])([F:18])[F:19])[CH:9]=[CH:10][N:5]2[N:4]=1. (3) Given the reactants [N:1]1[CH:6]=[CH:5][C:4]([CH2:7][OH:8])=[CH:3][CH:2]=1.[O:9]1[CH:13]=[CH:12][CH:11]=[C:10]1[CH2:14][NH:15][C:16]1[N:21]=[C:20]([NH:22][C:23]2[CH:28]=[CH:27][CH:26]=[C:25]([C:29]([F:32])([F:31])[F:30])[CH:24]=2)[N:19]=[C:18](Cl)[N:17]=1, predict the reaction product. The product is: [O:9]1[CH:13]=[CH:12][CH:11]=[C:10]1[CH2:14][NH:15][C:16]1[N:21]=[C:20]([NH:22][C:23]2[CH:28]=[CH:27][CH:26]=[C:25]([C:29]([F:30])([F:32])[F:31])[CH:24]=2)[N:19]=[C:18]([O:8][CH2:7][C:4]2[CH:5]=[CH:6][N:1]=[CH:2][CH:3]=2)[N:17]=1. (4) Given the reactants [NH2:1][C:2]1[CH:3]=[C:4]2[C:9](=[C:10]([F:12])[CH:11]=1)[N:8]([CH2:13][CH2:14][N:15]([CH3:17])[CH3:16])[C:7](=[O:18])[CH2:6][CH2:5]2.I.[S:20]1[CH:24]=[CH:23][CH:22]=[C:21]1[C:25](SC)=[NH:26], predict the reaction product. The product is: [CH3:17][N:15]([CH3:16])[CH2:14][CH2:13][N:8]1[C:9]2[C:4](=[CH:3][C:2]([NH:1][C:25]([C:21]3[S:20][CH:24]=[CH:23][CH:22]=3)=[NH:26])=[CH:11][C:10]=2[F:12])[CH2:5][CH2:6][C:7]1=[O:18]. (5) Given the reactants [F:1][C:2]1[C:3]([NH:9][C:10](=[O:12])[CH3:11])=[N:4][C:5]([OH:8])=[N:6][CH:7]=1.[CH2:13]([N:15]=[C:16]=[O:17])[CH3:14], predict the reaction product. The product is: [C:10]([NH:9][C:3]1[C:2]([F:1])=[CH:7][N:6]([C:16]([NH:15][CH2:13][CH3:14])=[O:17])[C:5](=[O:8])[N:4]=1)(=[O:12])[CH3:11]. (6) Given the reactants [Cl:1][C:2]1[N:7]=[C:6]([C:8]2[C:9]([C:17]3[CH:18]=[C:19]([NH:23][C:24](=[O:29])[C:25]([F:28])([F:27])[F:26])[CH:20]=[CH:21][CH:22]=3)=[N:10][N:11]3[CH:16]=[CH:15][CH:14]=[CH:13][C:12]=23)[CH:5]=[CH:4][N:3]=1.[NH2:30][C:31]1[CH:32]=[C:33]([C:37]2[O:41][CH:40]=[N:39][CH:38]=2)[CH:34]=[CH:35][CH:36]=1, predict the reaction product. The product is: [ClH:1].[F:26][C:25]([F:28])([F:27])[C:24]([NH:23][C:19]1[CH:20]=[CH:21][CH:22]=[C:17]([C:9]2[C:8]([C:6]3[CH:5]=[CH:4][N:3]=[C:2]([NH:30][C:31]4[CH:36]=[CH:35][CH:34]=[C:33]([C:37]5[O:41][CH:40]=[N:39][CH:38]=5)[CH:32]=4)[N:7]=3)=[C:12]3[CH:13]=[CH:14][CH:15]=[CH:16][N:11]3[N:10]=2)[CH:18]=1)=[O:29]. (7) Given the reactants [NH2:1][C:2]1[CH:7]=[CH:6][C:5]([C:8]([F:11])([F:10])[F:9])=[CH:4][CH:3]=1.[C:12](=O)([O:18]C(C)(C)C)[O:13][C:14]([CH3:17])([CH3:16])[CH3:15], predict the reaction product. The product is: [C:12]([NH:1][C:2]1[CH:7]=[CH:6][C:5]([C:8]([F:9])([F:10])[F:11])=[CH:4][CH:3]=1)([O:13][C:14]([CH3:17])([CH3:16])[CH3:15])=[O:18].